This data is from Peptide-MHC class I binding affinity with 185,985 pairs from IEDB/IMGT. The task is: Regression. Given a peptide amino acid sequence and an MHC pseudo amino acid sequence, predict their binding affinity value. This is MHC class I binding data. The peptide sequence is TKDTNDNNL. The MHC is HLA-A02:16 with pseudo-sequence HLA-A02:16. The binding affinity (normalized) is 0.0847.